Dataset: Full USPTO retrosynthesis dataset with 1.9M reactions from patents (1976-2016). Task: Predict the reactants needed to synthesize the given product. (1) Given the product [CH3:1][O:2][C:3]1[CH:10]=[C:9]([O:11][CH3:12])[C:8]([C:13]2[CH:14]=[N:15][CH:16]=[CH:17][CH:18]=2)=[CH:7][C:4]=1/[CH:5]=[CH:20]/[C:19]([C:22]1[CH:23]=[CH:24][C:25]([S:28]([NH2:31])(=[O:30])=[O:29])=[CH:26][CH:27]=1)=[O:21], predict the reactants needed to synthesize it. The reactants are: [CH3:1][O:2][C:3]1[CH:10]=[C:9]([O:11][CH3:12])[C:8]([C:13]2[CH:14]=[N:15][CH:16]=[CH:17][CH:18]=2)=[CH:7][C:4]=1[CH:5]=O.[C:19]([C:22]1[CH:27]=[CH:26][C:25]([S:28]([NH2:31])(=[O:30])=[O:29])=[CH:24][CH:23]=1)(=[O:21])[CH3:20]. (2) Given the product [NH2:1][C:2]1[C:7]([N+:8]([O-:10])=[O:9])=[CH:6][C:5]([C:22]2[CH:23]=[CH:24][C:19]([N:18]([CH3:28])[CH3:17])=[CH:20][CH:21]=2)=[CH:4][N:3]=1, predict the reactants needed to synthesize it. The reactants are: [NH2:1][C:2]1[C:7]([N+:8]([O-:10])=[O:9])=[CH:6][C:5](Br)=[CH:4][N:3]=1.C(=O)(O)[O-].[Na+].[CH3:17][N:18]([CH3:28])[C:19]1[CH:24]=[CH:23][C:22](B(O)O)=[CH:21][CH:20]=1. (3) Given the product [Br:10][C:11]1[S:15][C:14]2[C:16](=[O:31])[NH:32][CH:17]([C:27]([O:29][CH3:30])=[O:28])[CH:18]([C:19]3[CH:24]=[CH:23][C:22]([Cl:25])=[C:21]([Cl:26])[CH:20]=3)[C:13]=2[CH:12]=1, predict the reactants needed to synthesize it. The reactants are: S(=O)(=O)(O)O.C(Cl)(Cl)Cl.[Br:10][C:11]1[S:15][C:14]2[C:16](=[O:31])[CH:17]([C:27]([O:29][CH3:30])=[O:28])[CH:18]([C:19]3[CH:24]=[CH:23][C:22]([Cl:25])=[C:21]([Cl:26])[CH:20]=3)[C:13]=2[CH:12]=1.[N-:32]=[N+]=[N-].[Na+]. (4) Given the product [ClH:1].[Cl:18][C:17]1[C:12]([C:9]2[CH:10]=[N:11][C:3]3[C:2]([NH:32][C:24]4[CH:23]=[C:22]5[C:27]([C:28]([CH3:31])([CH3:30])[CH2:29][N:20]([CH3:19])[CH2:21]5)=[CH:26][CH:25]=4)=[N:7][CH:6]=[N:5][C:4]=3[CH:8]=2)=[N:13][CH:14]=[CH:15][CH:16]=1, predict the reactants needed to synthesize it. The reactants are: [Cl:1][C:2]1[C:3]2[N:11]=[CH:10][C:9]([C:12]3[C:17]([Cl:18])=[CH:16][CH:15]=[CH:14][N:13]=3)=[CH:8][C:4]=2[N:5]=[CH:6][N:7]=1.[CH3:19][N:20]1[CH2:29][C:28]([CH3:31])([CH3:30])[C:27]2[C:22](=[CH:23][C:24]([NH2:32])=[CH:25][CH:26]=2)[CH2:21]1. (5) Given the product [CH3:2][C:3]1[O:7][C:6]([C:8]2[CH:13]=[CH:12][CH:11]=[CH:10][CH:9]=2)=[N:5][C:4]=1[CH2:14][O:15][C:16]1[CH:21]=[CH:20][C:19]([S:22]([Cl:28])(=[O:25])=[O:23])=[CH:18][CH:17]=1, predict the reactants needed to synthesize it. The reactants are: [Na+].[CH3:2][C:3]1[O:7][C:6]([C:8]2[CH:13]=[CH:12][CH:11]=[CH:10][CH:9]=2)=[N:5][C:4]=1[CH2:14][O:15][C:16]1[CH:21]=[CH:20][C:19]([S:22]([O-:25])(=O)=[O:23])=[CH:18][CH:17]=1.S(Cl)([Cl:28])=O. (6) The reactants are: [CH3:1][C@H:2]([C@H:17]([CH3:20])[CH2:18][CH3:19])[C:3](N1[C@@H](C2C=CC=CC=2)COC1=O)=[O:4].O[Li].O.OO.[OH:26]S([O-])=O.[Na+]. Given the product [CH3:1][C@H:2]([C@H:17]([CH3:20])[CH2:18][CH3:19])[C:3]([OH:4])=[O:26], predict the reactants needed to synthesize it.